From a dataset of NCI-60 drug combinations with 297,098 pairs across 59 cell lines. Regression. Given two drug SMILES strings and cell line genomic features, predict the synergy score measuring deviation from expected non-interaction effect. (1) Drug 1: C1CCC(C1)C(CC#N)N2C=C(C=N2)C3=C4C=CNC4=NC=N3. Drug 2: CC12CCC3C(C1CCC2OP(=O)(O)O)CCC4=C3C=CC(=C4)OC(=O)N(CCCl)CCCl.[Na+]. Cell line: NCI/ADR-RES. Synergy scores: CSS=3.31, Synergy_ZIP=0.303, Synergy_Bliss=2.34, Synergy_Loewe=1.30, Synergy_HSA=1.30. (2) Drug 1: C1=CC(=CC=C1CCCC(=O)O)N(CCCl)CCCl. Drug 2: C1CN1P(=S)(N2CC2)N3CC3. Cell line: TK-10. Synergy scores: CSS=11.1, Synergy_ZIP=-5.89, Synergy_Bliss=-10.2, Synergy_Loewe=-9.60, Synergy_HSA=-9.05.